Dataset: Reaction yield outcomes from USPTO patents with 853,638 reactions. Task: Predict the reaction yield, written as a fraction of the theoretical maximum amount of product (1.0 means a 100% yield; for example, 0.34 means a 34% yield). (1) The reactants are [CH:1]1([C:6]2[C:14]3[C:9](=[CH:10]C(C(O)=O)=C[CH:13]=3)[N:8](C)[C:7]=2[C:19]2[CH:24]=[CH:23][CH:22]=[CH:21][N:20]=2)[CH2:5][CH2:4][CH2:3][CH2:2]1.C[O:26][C:27](=[O:45])/[CH:28]=[CH:29]/[C:30]1[CH:44]=[CH:43][C:33]2[N:34]([CH3:42])[C:35]([C:37]3([NH2:41])[CH2:40][CH2:39][CH2:38]3)=[N:36][C:32]=2[CH:31]=1.C[O:47][C:48](=O)/[CH:49]=[CH:50]/C1C=CC(NC)=C(N)C=1.[CH3:61]N(C(ON1N=NC2C=CC=NC1=2)=[N+](C)C)C.F[P-](F)(F)(F)(F)F.CCN(CC)CC.[OH-].[Na+]. The catalyst is CS(C)=O.C(O)(=O)C. The product is [CH:1]1([C:6]2[C:14]3[C:9](=[CH:10][C:49]([C:48]([NH:41][C:37]4([C:35]5[N:34]([CH3:42])[C:33]6[CH:43]=[CH:44][C:30](/[CH:29]=[CH:28]/[C:27]([OH:26])=[O:45])=[CH:31][C:32]=6[N:36]=5)[CH2:38][CH2:39][CH2:40]4)=[O:47])=[CH:50][CH:13]=3)[N:8]([CH3:61])[C:7]=2[C:19]2[CH:24]=[CH:23][CH:22]=[CH:21][N:20]=2)[CH2:5][CH2:4][CH2:3][CH2:2]1. The yield is 0.780. (2) The reactants are C(OC(=O)C[N:6]1[C:11]2[CH2:12][S:13][CH2:14][C:10]=2[C:9](=[O:15])[N:8]=[C:7]1[CH2:16][CH2:17][C:18]1[CH:23]=[CH:22][CH:21]=[C:20]([F:24])[C:19]=1[F:25])C.[OH-].[Na+].Cl. The catalyst is O1CCOCC1.O. The product is [F:25][C:19]1[C:20]([F:24])=[CH:21][CH:22]=[CH:23][C:18]=1[CH2:17][CH2:16][C:7]1[NH:6][C:11]2[CH2:12][S:13][CH2:14][C:10]=2[C:9](=[O:15])[N:8]=1. The yield is 0.360. (3) The product is [CH2:1]([NH:6][C:7]([C:9]1[N:10]=[N:11][C:12]([N:18]2[CH2:19][CH:20]([CH3:23])[N:21]([C:35](=[O:36])[C:34]3[CH:38]=[CH:39][CH:40]=[CH:41][C:33]=3[C:32]([F:31])([F:42])[F:43])[CH2:22][CH:17]2[CH3:16])=[CH:13][CH:14]=1)=[O:8])[CH2:2][CH2:3][CH2:4][CH3:5]. The reactants are [CH2:1]([NH:6][C:7]([C:9]1[N:10]=[N:11][C:12](Cl)=[CH:13][CH:14]=1)=[O:8])[CH2:2][CH2:3][CH2:4][CH3:5].[CH3:16][CH:17]1[CH2:22][NH:21][CH:20]([CH3:23])[CH2:19][NH:18]1.C(N(CC)CC)C.[F:31][C:32]([F:43])([F:42])[C:33]1[CH:41]=[CH:40][CH:39]=[CH:38][C:34]=1[C:35](Cl)=[O:36]. The yield is 0.310. The catalyst is CC(O)C.ClCCl. (4) The reactants are [C:1]([O:5][C:6]([N:8]1[CH2:13][CH2:12][C:11]([CH3:17])([C:14](O)=[O:15])[CH2:10][CH2:9]1)=[O:7])([CH3:4])([CH3:3])[CH3:2].S(C)C. The catalyst is C1COCC1. The product is [OH:15][CH2:14][C:11]1([CH3:17])[CH2:12][CH2:13][N:8]([C:6]([O:5][C:1]([CH3:4])([CH3:3])[CH3:2])=[O:7])[CH2:9][CH2:10]1. The yield is 0.990. (5) The reactants are [NH2:1][C:2]1[CH:7]=[CH:6][C:5]([N:8]([CH2:11][CH3:12])[CH2:9][CH3:10])=[CH:4][C:3]=1[C:13]1[CH:14]=[C:15]([CH:29]=[CH:30][N:31]=1)[C:16]([NH:18][C@@H:19]1[C:28]2[C:23](=[CH:24][CH:25]=[CH:26][CH:27]=2)[CH2:22][CH2:21][CH2:20]1)=[O:17].[C:32]([O:36][C:37]([C:39]1[CH:40]=[C:41]([CH:45]=[CH:46][CH:47]=1)[C:42](O)=[O:43])=[O:38])([CH3:35])([CH3:34])[CH3:33].CCN(C(C)C)C(C)C.CN(C(ON1N=NC2C=CC=NC1=2)=[N+](C)C)C.F[P-](F)(F)(F)(F)F. The catalyst is CN(C=O)C.C(OCC)(=O)C. The product is [CH2:9]([N:8]([CH2:11][CH3:12])[C:5]1[CH:6]=[CH:7][C:2]([NH:1][C:42]([C:41]2[CH:40]=[C:39]([CH:47]=[CH:46][CH:45]=2)[C:37]([O:36][C:32]([CH3:34])([CH3:35])[CH3:33])=[O:38])=[O:43])=[C:3]([C:13]2[CH:14]=[C:15]([C:16](=[O:17])[NH:18][C@@H:19]3[C:28]4[C:23](=[CH:24][CH:25]=[CH:26][CH:27]=4)[CH2:22][CH2:21][CH2:20]3)[CH:29]=[CH:30][N:31]=2)[CH:4]=1)[CH3:10]. The yield is 0.980. (6) The reactants are [O:1]=[C:2]1[C:7]([CH:8]([C:10]2[CH:15]=[CH:14][C:13]([C:16]3[C:17]([C:22]#[N:23])=[CH:18][CH:19]=[CH:20][CH:21]=3)=[CH:12][CH:11]=2)[CH3:9])=[C:6]([CH2:24][CH2:25][CH3:26])[N:5]2[N:27]=[CH:28][N:29]=[C:4]2[N:3]1[CH:30]1[CH2:35][CH2:34][C:33](=[O:36])[CH2:32][CH2:31]1.O1CCCC1.[BH4-].[Na+]. The catalyst is CO. The product is [OH:36][C@H:33]1[CH2:34][CH2:35][C@H:30]([N:3]2[C:2](=[O:1])[C:7]([CH:8]([C:10]3[CH:15]=[CH:14][C:13]([C:16]4[C:17]([C:22]#[N:23])=[CH:18][CH:19]=[CH:20][CH:21]=4)=[CH:12][CH:11]=3)[CH3:9])=[C:6]([CH2:24][CH2:25][CH3:26])[N:5]3[N:27]=[CH:28][N:29]=[C:4]23)[CH2:31][CH2:32]1. The yield is 0.890. (7) The yield is 0.796. The catalyst is [Cu](I)I.C1(C)C(C)=CC=CC=1. The reactants are [CH2:1]([C:3]1[C:11](I)=[C:6]2[CH:7]=[CH:8][CH:9]=[CH:10][N:5]2[N:4]=1)[CH3:2].[O:13]1[CH2:18][CH2:17][CH:16]([C:19]([NH2:21])=[O:20])[CH2:15][CH2:14]1.P([O-])([O-])([O-])=O.[K+].[K+].[K+].C1(N)CCCCC1N. The product is [CH2:1]([C:3]1[C:11]([NH:21][C:19]([CH:16]2[CH2:17][CH2:18][O:13][CH2:14][CH2:15]2)=[O:20])=[C:6]2[CH:7]=[CH:8][CH:9]=[CH:10][N:5]2[N:4]=1)[CH3:2]. (8) The reactants are [C:1]1([N:7]2[C:19]3[CH:18]=[CH:17][CH:16]=[CH:15][C:14]=3[C:13]3[C:8]2=[CH:9][CH:10]=[CH:11][CH:12]=3)[CH:6]=[CH:5][CH:4]=[CH:3][CH:2]=1.[Br:20]N1C(=O)CCC1=O.C1(C)C=CC=CC=1. The catalyst is C(OCC)(=O)C. The product is [Br:20][C:16]1[CH:17]=[CH:18][C:19]2[N:7]([C:1]3[CH:2]=[CH:3][CH:4]=[CH:5][CH:6]=3)[C:8]3[C:13]([C:14]=2[CH:15]=1)=[CH:12][CH:11]=[CH:10][CH:9]=3. The yield is 0.990.